Dataset: CYP2C19 inhibition data for predicting drug metabolism from PubChem BioAssay. Task: Regression/Classification. Given a drug SMILES string, predict its absorption, distribution, metabolism, or excretion properties. Task type varies by dataset: regression for continuous measurements (e.g., permeability, clearance, half-life) or binary classification for categorical outcomes (e.g., BBB penetration, CYP inhibition). Dataset: cyp2c19_veith. (1) The drug is CC[C@H](C)[C@@H]1O[C@]2(CC[C@@H]1C)C[C@H]1C[C@H](C/C=C(/C)[C@@H](O[C@H]3C[C@H](OC)[C@H](O[C@H]4C[C@H](OC)[C@H](O)[C@H](C)O4)[C@H](C)O3)[C@@H](C)/C=C\C=C3CO[C@@H]4[C@@H](O)C(C)=C[C@H](C(=O)O1)[C@@]34O)O2. The result is 0 (non-inhibitor). (2) The molecule is COc1ccccc1CCn1c(=O)c(-c2cn(C)c3ccccc23)nc2cncnc21. The result is 1 (inhibitor). (3) The molecule is COc1nc(OCCNC(C)=O)nc(N(C)C)n1. The result is 0 (non-inhibitor).